From a dataset of NCI-60 drug combinations with 297,098 pairs across 59 cell lines. Regression. Given two drug SMILES strings and cell line genomic features, predict the synergy score measuring deviation from expected non-interaction effect. Drug 1: CC1CCC2CC(C(=CC=CC=CC(CC(C(=O)C(C(C(=CC(C(=O)CC(OC(=O)C3CCCCN3C(=O)C(=O)C1(O2)O)C(C)CC4CCC(C(C4)OC)OCCO)C)C)O)OC)C)C)C)OC. Drug 2: CC(C)(C#N)C1=CC(=CC(=C1)CN2C=NC=N2)C(C)(C)C#N. Cell line: LOX IMVI. Synergy scores: CSS=0.259, Synergy_ZIP=1.97, Synergy_Bliss=7.19, Synergy_Loewe=3.66, Synergy_HSA=4.37.